Dataset: NCI-60 drug combinations with 297,098 pairs across 59 cell lines. Task: Regression. Given two drug SMILES strings and cell line genomic features, predict the synergy score measuring deviation from expected non-interaction effect. (1) Drug 1: CCC1(CC2CC(C3=C(CCN(C2)C1)C4=CC=CC=C4N3)(C5=C(C=C6C(=C5)C78CCN9C7C(C=CC9)(C(C(C8N6C=O)(C(=O)OC)O)OC(=O)C)CC)OC)C(=O)OC)O.OS(=O)(=O)O. Drug 2: CC1=C(C=C(C=C1)NC(=O)C2=CC=C(C=C2)CN3CCN(CC3)C)NC4=NC=CC(=N4)C5=CN=CC=C5. Cell line: HT29. Synergy scores: CSS=57.9, Synergy_ZIP=15.0, Synergy_Bliss=18.1, Synergy_Loewe=2.04, Synergy_HSA=18.7. (2) Drug 1: CN1CCC(CC1)COC2=C(C=C3C(=C2)N=CN=C3NC4=C(C=C(C=C4)Br)F)OC. Drug 2: COC1=NC(=NC2=C1N=CN2C3C(C(C(O3)CO)O)O)N. Cell line: MDA-MB-435. Synergy scores: CSS=-2.17, Synergy_ZIP=2.38, Synergy_Bliss=3.50, Synergy_Loewe=-3.97, Synergy_HSA=-0.624.